Predict which catalyst facilitates the given reaction. From a dataset of Catalyst prediction with 721,799 reactions and 888 catalyst types from USPTO. (1) Reactant: C(OC([N:8]1[CH2:13][CH2:12][N:11]([C:14]2[CH:19]=[CH:18][C:17]([NH:20][C:21]([C:23]3[C:24]([C:29]4[CH:34]=[CH:33][C:32]([C:35]([F:38])([F:37])[F:36])=[CH:31][CH:30]=4)=[CH:25][CH:26]=[CH:27][CH:28]=3)=[O:22])=[CH:16][CH:15]=2)[CH2:10][CH2:9]1)=O)(C)(C)C.FC(F)(F)C(O)=O. Product: [N:11]1([C:14]2[CH:15]=[CH:16][C:17]([NH:20][C:21]([C:23]3[C:24]([C:29]4[CH:34]=[CH:33][C:32]([C:35]([F:37])([F:36])[F:38])=[CH:31][CH:30]=4)=[CH:25][CH:26]=[CH:27][CH:28]=3)=[O:22])=[CH:18][CH:19]=2)[CH2:12][CH2:13][NH:8][CH2:9][CH2:10]1. The catalyst class is: 2. (2) Reactant: [CH:1]1([CH2:4][O:5][C:6]2[C:7]([OH:24])=[C:8]([C:14]3[CH:22]=[CH:21][CH:20]=[C:19]4[C:15]=3[CH2:16][CH2:17][C:18]4=[O:23])[CH:9]=[CH:10][C:11]=2[O:12][CH3:13])[CH2:3][CH2:2]1.C(=O)([O-])[O-].[K+].[K+].[CH2:31](I)[CH3:32]. Product: [CH:1]1([CH2:4][O:5][C:6]2[C:7]([O:24][CH2:31][CH3:32])=[C:8]([C:14]3[CH:22]=[CH:21][CH:20]=[C:19]4[C:15]=3[CH2:16][CH2:17][C:18]4=[O:23])[CH:9]=[CH:10][C:11]=2[O:12][CH3:13])[CH2:3][CH2:2]1. The catalyst class is: 10. (3) Reactant: Cl[C:2]1[C:7]([C:8]#[N:9])=[CH:6][C:5]([C:10]2[CH:15]=[CH:14][C:13]([Cl:16])=[CH:12][CH:11]=2)=[C:4]([C:17]2[CH:22]=[CH:21][CH:20]=[CH:19][C:18]=2[Cl:23])[N:3]=1.Cl.[CH3:25][C:26]([CH3:31])([CH3:30])[C:27](=[NH:29])[NH2:28].CN(C=O)C.C1CCN2C(=NCCC2)CC1. Product: [C:26]([C:27]1[N:29]=[C:8]([NH2:9])[C:7]2[CH:6]=[C:5]([C:10]3[CH:11]=[CH:12][C:13]([Cl:16])=[CH:14][CH:15]=3)[C:4]([C:17]3[CH:22]=[CH:21][CH:20]=[CH:19][C:18]=3[Cl:23])=[N:3][C:2]=2[N:28]=1)([CH3:31])([CH3:30])[CH3:25]. The catalyst class is: 513. (4) Reactant: [Cl:1][C:2]1[C:7]([OH:8])=[CH:6][CH:5]=[CH:4][N:3]=1.CN(C=O)C.CC([O-])(C)C.[K+].[CH3:20][O:21][CH2:22]Cl. Product: [Cl:1][C:2]1[C:7]([O:8][CH2:20][O:21][CH3:22])=[CH:6][CH:5]=[CH:4][N:3]=1. The catalyst class is: 20. (5) Reactant: [I:1][C:2]1[CH:13]=[CH:12][C:5]2[CH2:6][CH2:7][CH2:8][CH2:9][C:10](=O)[C:4]=2[CH:3]=1.N1C=CC=CC=1.Cl.[CH3:21][O:22][NH2:23]. Product: [CH3:21][O:22][N:23]=[C:10]1[C:4]2[CH:3]=[C:2]([I:1])[CH:13]=[CH:12][C:5]=2[CH2:6][CH2:7][CH2:8][CH2:9]1. The catalyst class is: 5. (6) Reactant: [CH2:1]([O:8][CH2:9][C@@H:10]1[CH2:13][C@H:12]([OH:14])[CH2:11]1)[C:2]1[CH:7]=[CH:6][CH:5]=[CH:4][CH:3]=1.N1C=CN=C1.[Si:20](Cl)([C:23]([CH3:26])([CH3:25])[CH3:24])([CH3:22])[CH3:21]. Product: [CH2:1]([O:8][CH2:9][C@@H:10]1[CH2:13][C@H:12]([O:14][Si:20]([C:23]([CH3:26])([CH3:25])[CH3:24])([CH3:22])[CH3:21])[CH2:11]1)[C:2]1[CH:7]=[CH:6][CH:5]=[CH:4][CH:3]=1. The catalyst class is: 2. (7) Reactant: [Br:1][C:2]1[N:3]=[CH:4][C:5]([NH:8][C:9](=[O:11])[CH3:10])=[N:6][CH:7]=1.[H-].[Na+].[CH3:14]I. Product: [Br:1][C:2]1[N:3]=[CH:4][C:5]([N:8]([CH3:14])[C:9](=[O:11])[CH3:10])=[N:6][CH:7]=1. The catalyst class is: 42.